From a dataset of Catalyst prediction with 721,799 reactions and 888 catalyst types from USPTO. Predict which catalyst facilitates the given reaction. (1) The catalyst class is: 18. Product: [OH:66][C:47]12[C:58]3[C:63](=[CH:62][CH:61]=[CH:60][CH:59]=3)[C:64](=[O:65])[C:46]1([NH:45][C:10](=[O:12])[C:9](=[O:13])[CH2:8][C:5]1[CH:4]=[CH:3][C:2]([OH:1])=[CH:7][CH:6]=1)[C:50]1[CH:51]=[CH:52][C:53]([CH:55]([CH3:57])[CH3:56])=[CH:54][C:49]=1[O:48]2. Reactant: [OH:1][C:2]1[CH:7]=[CH:6][C:5]([CH2:8][C:9](=[O:13])[C:10]([OH:12])=O)=[CH:4][CH:3]=1.C(N(CC)CC)C.CN(C(ON1N=NC2C=CC=NC1=2)=[N+](C)C)C.F[P-](F)(F)(F)(F)F.[NH2:45][C:46]12[C:64](=[O:65])[C:63]3[C:58](=[CH:59][CH:60]=[CH:61][CH:62]=3)[C:47]1([OH:66])[O:48][C:49]1[CH:54]=[C:53]([CH:55]([CH3:57])[CH3:56])[CH:52]=[CH:51][C:50]=12. (2) Reactant: Cl.CN.[CH2:4]([N:6](CC)CC)C.[Br:11][C:12]1[CH:13]=[C:14]([S:18](Cl)(=[O:20])=[O:19])[CH:15]=[CH:16][CH:17]=1. Product: [Br:11][C:12]1[CH:13]=[C:14]([S:18]([NH:6][CH3:4])(=[O:20])=[O:19])[CH:15]=[CH:16][CH:17]=1. The catalyst class is: 4. (3) Reactant: CN1CCOCC1.[C:8]([O:12][C:13]([N:15]1[CH2:20][CH2:19][N:18]([C:21]2[CH:26]=[CH:25][CH:24]=[C:23]([C:27]#[N:28])[CH:22]=2)[CH:17]([C:29]([OH:31])=O)[CH2:16]1)=[O:14])([CH3:11])([CH3:10])[CH3:9].[NH2:32][C:33]1[CH:38]=[CH:37][C:36]([N:39]2[CH2:44][CH2:43][CH2:42][CH2:41][C:40]2=[O:45])=[CH:35][CH:34]=1.Cl.CN(C)CCCN=C=NCC.O.OC1C2N=NNC=2C=CC=1. Product: [C:27]([C:23]1[CH:22]=[C:21]([N:18]2[CH2:19][CH2:20][N:15]([C:13]([O:12][C:8]([CH3:9])([CH3:11])[CH3:10])=[O:14])[CH2:16][CH:17]2[C:29](=[O:31])[NH:32][C:33]2[CH:38]=[CH:37][C:36]([N:39]3[CH2:44][CH2:43][CH2:42][CH2:41][C:40]3=[O:45])=[CH:35][CH:34]=2)[CH:26]=[CH:25][CH:24]=1)#[N:28]. The catalyst class is: 18. (4) Reactant: [CH:1]1([NH2:4])[CH2:3][CH2:2]1.Cl.[CH3:6][O:7][N:8]1[CH2:13][CH2:12][C:11](=O)[CH2:10][CH2:9]1.[C-:15]#[N:16].[K+]. Product: [CH:1]1([NH:4][C:11]2([C:15]#[N:16])[CH2:12][CH2:13][N:8]([O:7][CH3:6])[CH2:9][CH2:10]2)[CH2:3][CH2:2]1. The catalyst class is: 24. (5) Reactant: [C:1]([O:5][C:6]([NH:8][C@H:9]([C:36]([N:38]([C:40]1[CH:45]=[CH:44][C:43]([Cl:46])=[CH:42][CH:41]=1)[CH3:39])=[O:37])[CH2:10][C:11]1[CH:12]=[C:13]([CH:33]=[CH:34][CH:35]=1)[CH:14]=[CH:15][C:16]1[NH:24][C:23]2[C:18](=[N:19][C:20]([O:25][CH3:26])=[CH:21][CH:22]=2)[C:17]=1[CH2:27][C:28]([O:30][CH2:31][CH3:32])=[O:29])=[O:7])([CH3:4])([CH3:3])[CH3:2]. Product: [C:1]([O:5][C:6]([NH:8][C@H:9]([C:36]([N:38]([C:40]1[CH:41]=[CH:42][C:43]([Cl:46])=[CH:44][CH:45]=1)[CH3:39])=[O:37])[CH2:10][C:11]1[CH:12]=[C:13]([CH:33]=[CH:34][CH:35]=1)[CH2:14][CH2:15][C:16]1[NH:24][C:23]2[C:18](=[N:19][C:20]([O:25][CH3:26])=[CH:21][CH:22]=2)[C:17]=1[CH2:27][C:28]([O:30][CH2:31][CH3:32])=[O:29])=[O:7])([CH3:2])([CH3:3])[CH3:4]. The catalyst class is: 13. (6) Reactant: Cl.[CH:2]1[C:14]2[CH:13]([CH2:15][O:16][C:17]([NH:19][C:20]3[CH:25]=[CH:24][CH:23]=[CH:22][C:21]=3[CH:26]3[CH2:31][CH2:30][NH:29][CH2:28][CH2:27]3)=[O:18])[C:12]3[C:7](=[CH:8][CH:9]=[CH:10][CH:11]=3)[C:6]=2[CH:5]=[CH:4][CH:3]=1.CCN(C(C)C)C(C)C.[NH:41]([C:54]([O:56][C:57]([CH3:60])([CH3:59])[CH3:58])=[O:55])[C@@H:42]([C:51](O)=[O:52])[CH2:43][C:44]1[CH:49]=[CH:48][C:47]([Cl:50])=[CH:46][CH:45]=1.C1C=NC2N(O)N=NC=2C=1.C(Cl)CCl. Product: [Cl:50][C:47]1[CH:48]=[CH:49][C:44]([CH2:43][C@@H:42]([NH:41][C:54]([O:56][C:57]([CH3:60])([CH3:59])[CH3:58])=[O:55])[C:51]([N:29]2[CH2:28][CH2:27][CH:26]([C:21]3[CH:22]=[CH:23][CH:24]=[CH:25][C:20]=3[NH:19][C:17]([O:16][CH2:15][CH:13]3[C:12]4[CH:11]=[CH:10][CH:9]=[CH:8][C:7]=4[C:6]4[C:14]3=[CH:2][CH:3]=[CH:4][CH:5]=4)=[O:18])[CH2:31][CH2:30]2)=[O:52])=[CH:45][CH:46]=1. The catalyst class is: 3. (7) Reactant: [C:1]([O:7][C:8]([CH3:11])([CH3:10])[CH3:9])(=[O:6])[CH2:2][C:3]([CH3:5])=O.[Br:12][C:13]1[CH:20]=[CH:19][CH:18]=[CH:17][C:14]=1[CH:15]=O.[NH4+:21].[OH-:22]. Product: [Br:12][C:13]1[CH:20]=[CH:19][CH:18]=[CH:17][C:14]=1[CH:15]1[C:2]([C:1]([O:7][C:8]([CH3:11])([CH3:10])[CH3:9])=[O:6])=[C:3]([CH3:5])[NH:21][C:3]([CH3:5])=[C:2]1[C:1]([O:7][C:8]([CH3:11])([CH3:10])[CH3:9])=[O:22]. The catalyst class is: 14.